From a dataset of Forward reaction prediction with 1.9M reactions from USPTO patents (1976-2016). Predict the product of the given reaction. (1) Given the reactants Br[CH2:2][CH2:3][NH:4][C:5]([C:7]1[NH:8][C:9]2[C:14]([CH:15]=1)=[CH:13][CH:12]=[CH:11][C:10]=2[NH:16][S:17]([C:20]1[S:21][CH:22]=[CH:23][CH:24]=1)(=[O:19])=[O:18])=[O:6].[H-].[Na+].C(O)(=O)CC(CC(O)=O)(C(O)=O)O, predict the reaction product. The product is: [O:6]1[CH2:2][CH2:3][N:4]=[C:5]1[C:7]1[NH:8][C:9]2[C:14]([CH:15]=1)=[CH:13][CH:12]=[CH:11][C:10]=2[NH:16][S:17]([C:20]1[S:21][CH:22]=[CH:23][CH:24]=1)(=[O:19])=[O:18]. (2) Given the reactants C(O[C:4](=[O:13])[C:5]([C:11]#[N:12])=[C:6]1[O:10][CH2:9][CH2:8][O:7]1)C.NC1[N:19]([C:20]2[CH:21]=[C:22]([CH:29]=[CH:30][C:31]=2[CH3:32])[C:23]([NH:25][CH:26]2[CH2:28][CH2:27]2)=[O:24])[N:18]=CC=1C(=O)C1C=CC=C(I)C=1.C(N(CC)CC)C.[CH2:49]([OH:51])[CH3:50], predict the reaction product. The product is: [CH2:49]([O:51][C:4]([C:5]1[C:6]([O:10][CH2:9][CH2:8][OH:7])=[N:18][N:19]([C:20]2[CH:21]=[C:22]([C:23](=[O:24])[NH:25][CH:26]3[CH2:28][CH2:27]3)[CH:29]=[CH:30][C:31]=2[CH3:32])[C:11]=1[NH2:12])=[O:13])[CH3:50]. (3) Given the reactants [C:1]1([C:7]#[CH:8])[CH:6]=[CH:5][CH:4]=[CH:3][CH:2]=1.[CH3:9][O:10][C:11](=[O:19])[C:12]1[CH:17]=[CH:16][C:15](I)=[CH:14][CH:13]=1.CCN(CC)CC, predict the reaction product. The product is: [C:1]1([C:7]#[C:8][C:15]2[CH:16]=[CH:17][C:12]([C:11]([O:10][CH3:9])=[O:19])=[CH:13][CH:14]=2)[CH:6]=[CH:5][CH:4]=[CH:3][CH:2]=1. (4) The product is: [CH:1]1([C:4]2[N:13]=[C:12]([N:14]3[CH2:19][CH2:18][N:17]([C:53]4[CH:52]=[CH:51][C:50]([O:49][CH3:48])=[CH:57][C:54]=4[C:55]#[N:56])[CH2:16][CH2:15]3)[C:11]3[C:6](=[CH:7][C:8]([O:31][CH3:32])=[C:9]([O:29][CH3:30])[CH:10]=3)[N:5]=2)[CH2:2][CH2:3]1. Given the reactants [CH:1]1([C:4]2[N:13]=[C:12]([N:14]3[CH2:19][CH2:18][N:17](C4C=CC(F)=CC=4OC)[CH2:16][CH2:15]3)[C:11]3[C:6](=[CH:7][C:8]([O:31][CH3:32])=[C:9]([O:29][CH3:30])[CH:10]=3)[N:5]=2)[CH2:3][CH2:2]1.FC1C=CC(N2CCNCC2)=C(OC)C=1.[CH3:48][O:49][C:50]1[CH:51]=[CH:52][C:53](N2CCNCC2)=[C:54]([CH:57]=1)[C:55]#[N:56], predict the reaction product. (5) The product is: [Cl:45][C:46]1[CH:51]=[CH:50][C:49]([CH2:52][NH:53][C:42](=[O:43])[CH2:41][C@@H:24]2[CH2:23][CH:22]=[CH:21][CH2:20][C@H:19]([NH:18][C:16](=[O:17])[O:15][CH2:14][CH:12]3[C:11]4[CH:6]=[CH:7][CH:8]=[CH:9][C:10]=4[C:1]4[C:13]3=[CH:5][CH:4]=[CH:3][CH:2]=4)[C:30](=[O:31])[O:29][C@H:28]([C:32]3[CH:33]=[CH:34][CH:35]=[CH:36][CH:37]=3)[C@H:27]([CH3:38])[N:26]([CH3:39])[C:25]2=[O:40])=[CH:48][CH:47]=1. Given the reactants [CH:1]1[C:13]2[CH:12]([CH2:14][O:15][C:16]([NH:18][C@@H:19]3[C:30](=[O:31])[O:29][C@H:28]([C:32]4[CH:37]=[CH:36][CH:35]=[CH:34][CH:33]=4)[C@H:27]([CH3:38])[N:26]([CH3:39])[C:25](=[O:40])[C@H:24]([CH2:41][C:42](O)=[O:43])[CH2:23][CH:22]=[CH:21][CH2:20]3)=[O:17])[C:11]3[C:6](=[CH:7][CH:8]=[CH:9][CH:10]=3)[C:5]=2[CH:4]=[CH:3][CH:2]=1.[Cl:45][C:46]1[CH:51]=[CH:50][C:49]([CH2:52][NH2:53])=[CH:48][CH:47]=1.CO.C(Cl)Cl, predict the reaction product. (6) Given the reactants C([O:8][N:9]1[C:14]2[N:15]=[CH:16][N:17]=[C:18]([CH3:19])[C:13]=2[C:12]([NH:20][CH2:21][C:22]2[CH:27]=[CH:26][CH:25]=[C:24]([CH3:28])[CH:23]=2)=[CH:11][C:10]1=[O:29])C1C=CC=CC=1.CO.[H][H], predict the reaction product. The product is: [OH:8][N:9]1[C:14]2[N:15]=[CH:16][N:17]=[C:18]([CH3:19])[C:13]=2[C:12]([NH:20][CH2:21][C:22]2[CH:27]=[CH:26][CH:25]=[C:24]([CH3:28])[CH:23]=2)=[CH:11][C:10]1=[O:29]. (7) Given the reactants C(OC(=O)[NH:7][C:8]1[CH:13]=[CH:12][C:11](Cl)=[CH:10][C:9]=1[NH:15][C:16](=[O:34])[CH2:17][C:18]([C:20]1[CH:25]=[CH:24][CH:23]=[C:22]([C:26]2[CH:27]=[N:28][C:29]([O:32][CH3:33])=[CH:30][CH:31]=2)[CH:21]=1)=O)(C)(C)C.C(O)([C:38]([F:41])([F:40])[F:39])=O, predict the reaction product. The product is: [CH3:33][O:32][C:29]1[N:28]=[CH:27][C:26]([C:22]2[CH:21]=[C:20]([C:18]3[CH2:17][C:16](=[O:34])[NH:15][C:9]4[CH:10]=[C:11]([C:38]([F:41])([F:40])[F:39])[CH:12]=[CH:13][C:8]=4[N:7]=3)[CH:25]=[CH:24][CH:23]=2)=[CH:31][CH:30]=1.